From a dataset of Forward reaction prediction with 1.9M reactions from USPTO patents (1976-2016). Predict the product of the given reaction. Given the reactants [CH3:1][C:2]1([CH3:11])[O:6][C:5]2[CH:7]=[CH:8][CH:9]=[CH:10][C:4]=2[CH2:3]1.[Br:12]N1C(=O)CCC1=O.CCOCC, predict the reaction product. The product is: [Br:12][C:9]1[CH:8]=[CH:7][C:5]2[O:6][C:2]([CH3:11])([CH3:1])[CH2:3][C:4]=2[CH:10]=1.